Task: Regression. Given two drug SMILES strings and cell line genomic features, predict the synergy score measuring deviation from expected non-interaction effect.. Dataset: NCI-60 drug combinations with 297,098 pairs across 59 cell lines (1) Drug 2: CC1CCC2CC(C(=CC=CC=CC(CC(C(=O)C(C(C(=CC(C(=O)CC(OC(=O)C3CCCCN3C(=O)C(=O)C1(O2)O)C(C)CC4CCC(C(C4)OC)OCCO)C)C)O)OC)C)C)C)OC. Cell line: SK-MEL-5. Synergy scores: CSS=-8.28, Synergy_ZIP=2.16, Synergy_Bliss=-1.44, Synergy_Loewe=-36.2, Synergy_HSA=-18.1. Drug 1: C1CCC(C1)C(CC#N)N2C=C(C=N2)C3=C4C=CNC4=NC=N3. (2) Drug 1: CNC(=O)C1=NC=CC(=C1)OC2=CC=C(C=C2)NC(=O)NC3=CC(=C(C=C3)Cl)C(F)(F)F. Drug 2: CN1C2=C(C=C(C=C2)N(CCCl)CCCl)N=C1CCCC(=O)O.Cl. Cell line: LOX IMVI. Synergy scores: CSS=8.15, Synergy_ZIP=10.9, Synergy_Bliss=2.54, Synergy_Loewe=2.47, Synergy_HSA=1.31. (3) Drug 1: CCC1(CC2CC(C3=C(CCN(C2)C1)C4=CC=CC=C4N3)(C5=C(C=C6C(=C5)C78CCN9C7C(C=CC9)(C(C(C8N6C=O)(C(=O)OC)O)OC(=O)C)CC)OC)C(=O)OC)O.OS(=O)(=O)O. Drug 2: C1=CC=C(C(=C1)C(C2=CC=C(C=C2)Cl)C(Cl)Cl)Cl. Cell line: A549. Synergy scores: CSS=-0.509, Synergy_ZIP=0.715, Synergy_Bliss=0.505, Synergy_Loewe=-3.21, Synergy_HSA=-2.91. (4) Drug 1: CC1C(C(CC(O1)OC2CC(CC3=C2C(=C4C(=C3O)C(=O)C5=C(C4=O)C(=CC=C5)OC)O)(C(=O)C)O)N)O.Cl. Drug 2: C(CC(=O)O)C(=O)CN.Cl. Cell line: SK-MEL-28. Synergy scores: CSS=16.1, Synergy_ZIP=-8.68, Synergy_Bliss=-4.98, Synergy_Loewe=-19.5, Synergy_HSA=-4.61. (5) Drug 1: C1=CN(C(=O)N=C1N)C2C(C(C(O2)CO)O)O.Cl. Drug 2: CN1C(=O)N2C=NC(=C2N=N1)C(=O)N. Cell line: SK-OV-3. Synergy scores: CSS=26.7, Synergy_ZIP=-7.86, Synergy_Bliss=-1.78, Synergy_Loewe=-41.8, Synergy_HSA=-2.37. (6) Drug 1: CC1=C(C=C(C=C1)NC2=NC=CC(=N2)N(C)C3=CC4=NN(C(=C4C=C3)C)C)S(=O)(=O)N.Cl. Drug 2: C1CC(=O)NC(=O)C1N2C(=O)C3=CC=CC=C3C2=O. Cell line: HCT-15. Synergy scores: CSS=-1.70, Synergy_ZIP=1.62, Synergy_Bliss=0.715, Synergy_Loewe=-1.30, Synergy_HSA=-1.33. (7) Synergy scores: CSS=29.5, Synergy_ZIP=0.303, Synergy_Bliss=-1.23, Synergy_Loewe=-45.9, Synergy_HSA=-4.11. Drug 2: B(C(CC(C)C)NC(=O)C(CC1=CC=CC=C1)NC(=O)C2=NC=CN=C2)(O)O. Drug 1: C1C(C(OC1N2C=NC3=C2NC=NCC3O)CO)O. Cell line: HCC-2998.